From a dataset of NCI-60 drug combinations with 297,098 pairs across 59 cell lines. Regression. Given two drug SMILES strings and cell line genomic features, predict the synergy score measuring deviation from expected non-interaction effect. (1) Drug 1: CC(C)(C#N)C1=CC(=CC(=C1)CN2C=NC=N2)C(C)(C)C#N. Drug 2: CCC1(C2=C(COC1=O)C(=O)N3CC4=CC5=C(C=CC(=C5CN(C)C)O)N=C4C3=C2)O.Cl. Cell line: HL-60(TB). Synergy scores: CSS=67.8, Synergy_ZIP=0.380, Synergy_Bliss=-0.437, Synergy_Loewe=-26.4, Synergy_HSA=-2.39. (2) Drug 1: CC(CN1CC(=O)NC(=O)C1)N2CC(=O)NC(=O)C2. Drug 2: C1=CC(=CC=C1CCCC(=O)O)N(CCCl)CCCl. Cell line: A549. Synergy scores: CSS=42.1, Synergy_ZIP=-5.07, Synergy_Bliss=-6.03, Synergy_Loewe=-2.51, Synergy_HSA=0.314. (3) Drug 1: CCC1=CC2CC(C3=C(CN(C2)C1)C4=CC=CC=C4N3)(C5=C(C=C6C(=C5)C78CCN9C7C(C=CC9)(C(C(C8N6C)(C(=O)OC)O)OC(=O)C)CC)OC)C(=O)OC.C(C(C(=O)O)O)(C(=O)O)O. Drug 2: CCC1(CC2CC(C3=C(CCN(C2)C1)C4=CC=CC=C4N3)(C5=C(C=C6C(=C5)C78CCN9C7C(C=CC9)(C(C(C8N6C)(C(=O)OC)O)OC(=O)C)CC)OC)C(=O)OC)O.OS(=O)(=O)O. Cell line: PC-3. Synergy scores: CSS=59.3, Synergy_ZIP=-2.12, Synergy_Bliss=-2.64, Synergy_Loewe=-0.688, Synergy_HSA=0.326. (4) Synergy scores: CSS=14.8, Synergy_ZIP=2.83, Synergy_Bliss=6.07, Synergy_Loewe=3.81, Synergy_HSA=5.63. Drug 1: C1CCN(CC1)CCOC2=CC=C(C=C2)C(=O)C3=C(SC4=C3C=CC(=C4)O)C5=CC=C(C=C5)O. Drug 2: CNC(=O)C1=CC=CC=C1SC2=CC3=C(C=C2)C(=NN3)C=CC4=CC=CC=N4. Cell line: T-47D. (5) Drug 1: C1CCC(C1)C(CC#N)N2C=C(C=N2)C3=C4C=CNC4=NC=N3. Drug 2: C1=CC=C(C(=C1)C(C2=CC=C(C=C2)Cl)C(Cl)Cl)Cl. Cell line: OVCAR-4. Synergy scores: CSS=2.95, Synergy_ZIP=-0.302, Synergy_Bliss=0.219, Synergy_Loewe=0.553, Synergy_HSA=-0.176.